Task: Predict the reactants needed to synthesize the given product.. Dataset: Full USPTO retrosynthesis dataset with 1.9M reactions from patents (1976-2016) Given the product [NH2:38][C:37]1[CH:36]=[C:35]([C:2]2[CH:3]=[CH:4][CH:5]=[C:6]3[C:11]=2[N:10]=[C:9]([NH:12][C:13]2[CH:18]=[CH:17][C:16]([N:19]4[CH2:20][CH2:21][O:22][CH2:23][CH2:24]4)=[CH:15][C:14]=2[O:25][CH3:26])[N:8]=[CH:7]3)[CH:41]=[CH:40][CH:39]=1, predict the reactants needed to synthesize it. The reactants are: Br[C:2]1[CH:3]=[CH:4][CH:5]=[C:6]2[C:11]=1[N:10]=[C:9]([NH:12][C:13]1[CH:18]=[CH:17][C:16]([N:19]3[CH2:24][CH2:23][O:22][CH2:21][CH2:20]3)=[CH:15][C:14]=1[O:25][CH3:26])[N:8]=[CH:7]2.CC1(C)C(C)(C)OB([C:35]2[CH:36]=[C:37]([CH:39]=[CH:40][CH:41]=2)[NH2:38])O1.C([O-])([O-])=O.[Na+].[Na+].